This data is from Full USPTO retrosynthesis dataset with 1.9M reactions from patents (1976-2016). The task is: Predict the reactants needed to synthesize the given product. Given the product [CH3:1][O:2][C:3]1[CH:10]=[CH:9][C:8]([N:11]2[C:15]([C:16]([F:19])([F:18])[F:17])=[N:14][N:13]=[N:12]2)=[CH:7][C:4]=1[CH2:5][NH:21][CH3:20], predict the reactants needed to synthesize it. The reactants are: [CH3:1][O:2][C:3]1[CH:10]=[CH:9][C:8]([N:11]2[C:15]([C:16]([F:19])([F:18])[F:17])=[N:14][N:13]=[N:12]2)=[CH:7][C:4]=1[CH:5]=O.[CH3:20][NH2:21].